This data is from Forward reaction prediction with 1.9M reactions from USPTO patents (1976-2016). The task is: Predict the product of the given reaction. (1) Given the reactants [CH3:1][C:2]1[S:3][C:4]([C:27]2[CH:32]=[CH:31][CH:30]=[CH:29][CH:28]=2)=[C:5]([C:7]([N:9]2[CH2:14][CH2:13][CH2:12][CH2:11][CH:10]2[CH2:15][C:16]2[O:17][CH:18]=[C:19]([C:21]3[CH:26]=[CH:25][CH:24]=[CH:23][CH:22]=3)[N:20]=2)=[O:8])[N:6]=1.[Br:33]N1C(=O)CCC1=O, predict the reaction product. The product is: [Br:33][C:18]1[O:17][C:16]([CH2:15][CH:10]2[CH2:11][CH2:12][CH2:13][CH2:14][N:9]2[C:7]([C:5]2[N:6]=[C:2]([CH3:1])[S:3][C:4]=2[C:27]2[CH:32]=[CH:31][CH:30]=[CH:29][CH:28]=2)=[O:8])=[N:20][C:19]=1[C:21]1[CH:22]=[CH:23][CH:24]=[CH:25][CH:26]=1. (2) Given the reactants C(OC(=O)C)(=O)C.[N+]([O-])(O)=O.C(=O)(O)[O-].[Na+].[CH3:17][O:18][C:19]1[CH:20]=[C:21]2[C:26](=[CH:27][CH:28]=1)[CH:25]=[C:24]([C@H:29]([CH3:40])[C:30]([O:32][CH2:33][CH2:34]S(CCO)=O)=[O:31])[CH:23]=[CH:22]2, predict the reaction product. The product is: [CH3:17][O:18][C:19]1[CH:20]=[C:21]2[C:26](=[CH:27][CH:28]=1)[CH:25]=[C:24]([C@H:29]([CH3:40])[C:30]([O:32][CH2:33][CH3:34])=[O:31])[CH:23]=[CH:22]2. (3) Given the reactants [C:1]1([C:42]2[CH:47]=[CH:46][CH:45]=[CH:44][CH:43]=2)[CH:6]=[CH:5][CH:4]=[CH:3][C:2]=1[NH:7][C:8]([O:10][CH:11]1[CH2:16][CH2:15][N:14]([CH2:17][CH2:18][N:19]([CH3:41])[C:20](=[O:40])[CH2:21][CH2:22][CH2:23][CH2:24][CH2:25][NH:26][C:27]2[CH:28]=[C:29]([CH:37]=[CH:38][CH:39]=2)[C:30]([O:32][C:33]([CH3:36])([CH3:35])[CH3:34])=[O:31])[CH2:13][CH2:12]1)=[O:9].C=O.[C:50](O[BH-](OC(=O)C)OC(=O)C)(=O)C.[Na+].C(=O)([O-])O.[Na+], predict the reaction product. The product is: [C:1]1([C:42]2[CH:47]=[CH:46][CH:45]=[CH:44][CH:43]=2)[CH:6]=[CH:5][CH:4]=[CH:3][C:2]=1[NH:7][C:8]([O:10][CH:11]1[CH2:16][CH2:15][N:14]([CH2:17][CH2:18][N:19]([CH3:41])[C:20](=[O:40])[CH2:21][CH2:22][CH2:23][CH2:24][CH2:25][N:26]([CH3:50])[C:27]2[CH:28]=[C:29]([CH:37]=[CH:38][CH:39]=2)[C:30]([O:32][C:33]([CH3:34])([CH3:35])[CH3:36])=[O:31])[CH2:13][CH2:12]1)=[O:9].